Task: Predict the product of the given reaction.. Dataset: Forward reaction prediction with 1.9M reactions from USPTO patents (1976-2016) (1) The product is: [NH2:1][C:2]1[C:7]([Cl:17])=[N:6][C:5]([CH:8]([C:9]([F:10])([F:11])[F:12])[C:13]([F:16])([F:14])[F:15])=[CH:4][CH:3]=1. Given the reactants [NH2:1][C:2]1[CH:3]=[CH:4][C:5]([CH:8]([C:13]([F:16])([F:15])[F:14])[C:9]([F:12])([F:11])[F:10])=[N:6][CH:7]=1.[Cl:17]N1C(=O)CCC1=O, predict the reaction product. (2) Given the reactants [CH:1](NC(C)C)(C)C.[Li]CCCC.[Li+].CC([N-]C(C)C)C.[C:21]([O:25][C:26]([N:28]1[CH2:32][C:31]([F:34])([F:33])[CH2:30][C@H:29]1[C:35]([OH:37])=[O:36])=[O:27])([CH3:24])([CH3:23])[CH3:22].CI, predict the reaction product. The product is: [C:21]([O:25][C:26]([N:28]1[CH2:32][C:31]([F:33])([F:34])[CH2:30][C:29]1([CH3:1])[C:35]([OH:37])=[O:36])=[O:27])([CH3:24])([CH3:22])[CH3:23]. (3) The product is: [Cl:13][C:10]1[C:9]2[C:4](=[CH:5][C:6]([F:15])=[CH:7][C:8]=2[F:14])[N:3]=[C:2]([C:18]2[CH:19]=[CH:20][C:21]([CH3:23])=[CH:22][C:17]=2[CH3:16])[C:11]=1[CH3:12]. Given the reactants Cl[C:2]1[C:11]([CH3:12])=[C:10]([Cl:13])[C:9]2[C:4](=[CH:5][C:6]([F:15])=[CH:7][C:8]=2[F:14])[N:3]=1.[CH3:16][C:17]1[CH:22]=[C:21]([CH3:23])[CH:20]=[CH:19][C:18]=1B(O)O.C(=O)([O-])[O-].[K+].[K+], predict the reaction product.